Dataset: Full USPTO retrosynthesis dataset with 1.9M reactions from patents (1976-2016). Task: Predict the reactants needed to synthesize the given product. The reactants are: [CH3:1][O:2][C:3]1[CH:8]=[C:7]([CH3:9])[C:6]([S:10]([NH:13][C@H:14]([CH2:18][O:19][C:20]([CH3:23])([CH3:22])[CH3:21])[C:15]([OH:17])=[O:16])(=[O:12])=[O:11])=[C:5]([CH3:24])[C:4]=1[CH3:25].[CH3:26][Si](C=[N+]=[N-])(C)C. Given the product [CH3:26][O:16][C:15](=[O:17])[C@H:14]([NH:13][S:10]([C:6]1[C:7]([CH3:9])=[CH:8][C:3]([O:2][CH3:1])=[C:4]([CH3:25])[C:5]=1[CH3:24])(=[O:12])=[O:11])[CH2:18][O:19][C:20]([CH3:21])([CH3:22])[CH3:23], predict the reactants needed to synthesize it.